Dataset: Full USPTO retrosynthesis dataset with 1.9M reactions from patents (1976-2016). Task: Predict the reactants needed to synthesize the given product. (1) Given the product [C:2]([N+:6]([O-:7])=[CH:18][C:17]1[CH:16]=[CH:15][C:14]([S:11](=[O:13])(=[O:12])[N:10]([CH2:22][CH3:23])[CH2:8][CH3:9])=[CH:21][CH:20]=1)([CH3:5])([CH3:4])[CH3:3], predict the reactants needed to synthesize it. The reactants are: Cl.[C:2]([NH:6][OH:7])([CH3:5])([CH3:4])[CH3:3].[CH2:8]([N:10]([CH2:22][CH3:23])[S:11]([C:14]1[CH:21]=[CH:20][C:17]([CH:18]=O)=[CH:16][CH:15]=1)(=[O:13])=[O:12])[CH3:9]. (2) The reactants are: [C:1]([O:13]C)(=O)[C:2]1[CH:11]=[CH:10][CH:9]=[C:4]([C:5]([O:7][CH3:8])=[O:6])[CH:3]=1.[CH3:15][C:16]([CH3:18])=[O:17].[H-].[Na+].Cl. Given the product [CH3:8][O:7][C:5](=[O:6])[C:4]1[CH:9]=[CH:10][CH:11]=[C:2]([C:1](=[O:13])[CH2:15][C:16](=[O:17])[CH3:18])[CH:3]=1, predict the reactants needed to synthesize it. (3) Given the product [NH2:8][CH:9]1[CH2:14][CH2:13][N:12]([CH:15]([CH3:19])[CH2:16][C:17]#[N:18])[CH2:11][CH2:10]1, predict the reactants needed to synthesize it. The reactants are: Cl.C(OC(=O)[NH:8][CH:9]1[CH2:14][CH2:13][N:12]([CH:15]([CH3:19])[CH2:16][C:17]#[N:18])[CH2:11][CH2:10]1)(C)(C)C. (4) Given the product [NH2:2][CH2:3][CH:4]([C:6]1[CH:11]=[CH:10][CH:9]=[C:8]([Cl:12])[C:7]=1[Cl:13])[OH:5], predict the reactants needed to synthesize it. The reactants are: Cl.[NH2:2][CH2:3][C:4]([C:6]1[CH:11]=[CH:10][CH:9]=[C:8]([Cl:12])[C:7]=1[Cl:13])=[O:5].[BH4-].[Na+].Cl. (5) Given the product [C:6]([C:10]1[NH:18][C:13]2=[N:14][CH:15]=[CH:16][CH:17]=[C:12]2[C:11]=1[CH:24]=[O:25])([CH3:9])([CH3:7])[CH3:8], predict the reactants needed to synthesize it. The reactants are: P(Cl)(Cl)(Cl)=O.[C:6]([C:10]1[NH:18][C:13]2=[N:14][CH:15]=[CH:16][CH:17]=[C:12]2[CH:11]=1)([CH3:9])([CH3:8])[CH3:7].O.[OH-].[Na+].CN(C)[CH:24]=[O:25]. (6) Given the product [CH2:11]([O:13][C:14](=[O:20])/[CH:15]=[CH:16]/[C:17]([N:4]1[C:5]2[CH:10]=[CH:9][CH:8]=[CH:7][C:6]=2[O:1][CH2:2][CH2:3]1)=[O:18])[CH3:12], predict the reactants needed to synthesize it. The reactants are: [O:1]1[C:6]2[CH:7]=[CH:8][CH:9]=[CH:10][C:5]=2[NH:4][CH2:3][CH2:2]1.[CH2:11]([O:13][C:14](=[O:20])/[CH:15]=[CH:16]/[C:17](O)=[O:18])[CH3:12].O. (7) Given the product [Cl:1][C:2]1[CH:3]=[CH:4][C:5]([N+:11]([O-:13])=[O:12])=[C:6]([CH:10]=1)[C:7]([NH:28][CH:26]([CH:23]1[CH2:25][CH2:24]1)[CH3:27])=[O:9], predict the reactants needed to synthesize it. The reactants are: [Cl:1][C:2]1[CH:3]=[CH:4][C:5]([N+:11]([O-:13])=[O:12])=[C:6]([CH:10]=1)[C:7]([OH:9])=O.S(Cl)(Cl)=O.CN(C)C=O.[CH:23]1([CH:26]([NH2:28])[CH3:27])[CH2:25][CH2:24]1. (8) Given the product [OH:6][C@H:5]([CH2:4][OH:3])[CH2:7][CH2:8][NH:9][C:10]([CH:12]1[CH:16]([C:17]2[CH:22]=[CH:21][CH:20]=[C:19]([Cl:23])[CH:18]=2)[C:15]([C:26]2[CH:27]=[N:28][C:29]([Cl:32])=[CH:30][CH:31]=2)([C:24]#[N:25])[CH:14]([CH2:33][C:34]([CH3:35])([CH3:37])[CH3:36])[NH:13]1)=[O:11], predict the reactants needed to synthesize it. The reactants are: CC1(C)[O:6][C@@H:5]([CH2:7][CH2:8][NH:9][C:10]([CH:12]2[CH:16]([C:17]3[CH:22]=[CH:21][CH:20]=[C:19]([Cl:23])[CH:18]=3)[C:15]([C:26]3[CH:27]=[N:28][C:29]([Cl:32])=[CH:30][CH:31]=3)([C:24]#[N:25])[CH:14]([CH2:33][C:34]([CH3:37])([CH3:36])[CH3:35])[NH:13]2)=[O:11])[CH2:4][O:3]1.CC1C=CC(S([O-])(=O)=O)=CC=1.C1C=C[NH+]=CC=1. (9) Given the product [CH:13]([O:12][C:6]1[CH:5]=[C:4]([CH:9]=[CH:8][C:7]=1[CH:10]=[CH2:11])[C:3]([OH:16])=[O:2])([CH3:15])[CH3:14], predict the reactants needed to synthesize it. The reactants are: C[O:2][C:3](=[O:16])[C:4]1[CH:9]=[CH:8][C:7]([CH:10]=[CH2:11])=[C:6]([O:12][CH:13]([CH3:15])[CH3:14])[CH:5]=1.[OH-].[Na+].